From a dataset of Catalyst prediction with 721,799 reactions and 888 catalyst types from USPTO. Predict which catalyst facilitates the given reaction. (1) Reactant: [CH2:1]([O:8][C:9]1[CH:14]=[C:13]([N+:15]([O-:17])=[O:16])[CH:12]=[CH:11][C:10]=1Cl)[C:2]1[CH:7]=[CH:6][CH:5]=[CH:4][CH:3]=1.[CH3:19][C:20]1[CH:25]=[C:24]([CH3:26])[N:23]=[C:22]([N:27]2[CH2:32][CH2:31][NH:30][CH2:29][CH2:28]2)[CH:21]=1.C(=O)([O-])[O-].[Cs+].[Cs+].C1(C2C=CC=CC=2)C=CC=CC=1. Product: [CH2:1]([O:8][C:9]1[CH:14]=[C:13]([N+:15]([O-:17])=[O:16])[CH:12]=[CH:11][C:10]=1[N:30]1[CH2:31][CH2:32][N:27]([C:22]2[CH:21]=[C:20]([CH3:19])[CH:25]=[C:24]([CH3:26])[N:23]=2)[CH2:28][CH2:29]1)[C:2]1[CH:7]=[CH:6][CH:5]=[CH:4][CH:3]=1. The catalyst class is: 164. (2) Reactant: [Br:1][C:2]1[N+:10]([O-:11])=[CH:9][C:8]2[N:7]([CH2:12][O:13][CH2:14][CH2:15][Si:16]([CH3:19])([CH3:18])[CH3:17])[C:6]3=[N+:20]([O-])[CH:21]=[CH:22][CH:23]=[C:5]3[C:4]=2[CH:3]=1.CS([Cl:29])(=O)=O. Product: [Br:1][C:2]1[N+:10]([O-:11])=[CH:9][C:8]2[N:7]([CH2:12][O:13][CH2:14][CH2:15][Si:16]([CH3:19])([CH3:18])[CH3:17])[C:6]3[N:20]=[CH:21][CH:22]=[C:23]([Cl:29])[C:5]=3[C:4]=2[CH:3]=1.[Br:1][C:2]1[N+:10]([O-:11])=[CH:9][C:8]2[N:7]([CH2:12][O:13][CH2:14][CH2:15][Si:16]([CH3:19])([CH3:18])[CH3:17])[C:6]3[N:20]=[C:21]([Cl:29])[CH:22]=[CH:23][C:5]=3[C:4]=2[CH:3]=1. The catalyst class is: 288. (3) Reactant: [Br:1][C:2]1(Br)[CH2:4][C:3]1([CH3:11])[C:5]1[CH:10]=[CH:9][CH:8]=[CH:7][CH:6]=1.C(O)(=O)C. Product: [Br:1][CH:2]1[CH2:4][C:3]1([CH3:11])[C:5]1[CH:10]=[CH:9][CH:8]=[CH:7][CH:6]=1. The catalyst class is: 284.